This data is from Full USPTO retrosynthesis dataset with 1.9M reactions from patents (1976-2016). The task is: Predict the reactants needed to synthesize the given product. (1) Given the product [C:9]([C:3]1[CH:4]=[C:5]([Cl:8])[CH:6]=[CH:7][C:2]=1[NH:1][S:25]([C:20]1[CH:21]=[CH:22][C:23]([Cl:24])=[C:18]([Cl:17])[CH:19]=1)(=[O:27])=[O:26])(=[O:10])[C:11]1[CH:12]=[CH:13][CH:14]=[CH:15][CH:16]=1, predict the reactants needed to synthesize it. The reactants are: [NH2:1][C:2]1[CH:7]=[CH:6][C:5]([Cl:8])=[CH:4][C:3]=1[C:9]([C:11]1[CH:16]=[CH:15][CH:14]=[CH:13][CH:12]=1)=[O:10].[Cl:17][C:18]1[CH:19]=[C:20]([S:25](Cl)(=[O:27])=[O:26])[CH:21]=[CH:22][C:23]=1[Cl:24]. (2) Given the product [C:3]([O:21][C:19]([C:15]1[C:16](=[O:18])[O:1][C:2]2[C:3]([CH:4]=1)=[CH:6][CH:7]=[C:8]([OH:10])[CH:9]=2)=[O:20])([CH3:6])([CH3:4])[CH3:2], predict the reactants needed to synthesize it. The reactants are: [OH:1][C:2]1[CH:9]=[C:8]([OH:10])[CH:7]=[CH:6][C:3]=1[CH:4]=O.C([C:15](C(C)(C)C)([C:19]([OH:21])=[O:20])[C:16]([OH:18])=O)(C)(C)C. (3) Given the product [Br:11][C:12]1[CH:13]=[C:14]([S:18][C:19]2[N:23]([C:24]3[CH:29]=[CH:28][CH:27]=[CH:26][C:25]=3[Cl:30])[N:22]=[C:21]([CH2:31][NH:33][CH3:34])[CH:20]=2)[CH:15]=[CH:16][CH:17]=1, predict the reactants needed to synthesize it. The reactants are: [Cl-].[Al+3].[Cl-].[Cl-].[H-].[Al+3].[Li+].[H-].[H-].[H-].[Br:11][C:12]1[CH:13]=[C:14]([S:18][C:19]2[N:23]([C:24]3[CH:29]=[CH:28][CH:27]=[CH:26][C:25]=3[Cl:30])[N:22]=[C:21]([C:31]([NH:33][CH3:34])=O)[CH:20]=2)[CH:15]=[CH:16][CH:17]=1.[OH-].[Na+]. (4) Given the product [CH3:45][O:46][NH:47][C:20](=[O:22])[C:19]1[CH:23]=[CH:24][C:16]([S:13]([N:12]([C:3]2[N:4]=[CH:5][C:6]3[C:11]([C:2]=2[CH3:1])=[CH:10][CH:9]=[CH:8][CH:7]=3)[CH2:25][C:26]2[CH:31]=[CH:30][C:29]([O:32][C:33]([F:36])([F:34])[F:35])=[CH:28][CH:27]=2)(=[O:14])=[O:15])=[CH:17][CH:18]=1, predict the reactants needed to synthesize it. The reactants are: [CH3:1][C:2]1[C:11]2[C:6](=[CH:7][CH:8]=[CH:9][CH:10]=2)[CH:5]=[N:4][C:3]=1[N:12]([CH2:25][C:26]1[CH:31]=[CH:30][C:29]([O:32][C:33]([F:36])([F:35])[F:34])=[CH:28][CH:27]=1)[S:13]([C:16]1[CH:24]=[CH:23][C:19]([C:20]([O-:22])=O)=[CH:18][CH:17]=1)(=[O:15])=[O:14].[Na+].C(Cl)(=O)C(Cl)=O.Cl.[CH3:45][O:46][NH2:47].C(N(CC)CC)C.